Dataset: Retrosynthesis with 50K atom-mapped reactions and 10 reaction types from USPTO. Task: Predict the reactants needed to synthesize the given product. Given the product O=C(NCC(c1ccc(C(F)(F)F)nc1)C1CC1)c1cccc(Cl)c1Cl, predict the reactants needed to synthesize it. The reactants are: NCC(c1ccc(C(F)(F)F)nc1)C1CC1.O=C(O)c1cccc(Cl)c1Cl.